This data is from NCI-60 drug combinations with 297,098 pairs across 59 cell lines. The task is: Regression. Given two drug SMILES strings and cell line genomic features, predict the synergy score measuring deviation from expected non-interaction effect. Drug 1: CC1C(C(CC(O1)OC2CC(CC3=C2C(=C4C(=C3O)C(=O)C5=C(C4=O)C(=CC=C5)OC)O)(C(=O)CO)O)N)O.Cl. Drug 2: CN(C)C1=NC(=NC(=N1)N(C)C)N(C)C. Cell line: LOX IMVI. Synergy scores: CSS=2.06, Synergy_ZIP=1.81, Synergy_Bliss=4.47, Synergy_Loewe=3.06, Synergy_HSA=1.89.